The task is: Predict the product of the given reaction.. This data is from Forward reaction prediction with 1.9M reactions from USPTO patents (1976-2016). (1) Given the reactants [N:1]([CH2:4][C:5]([NH:7][CH:8]1[C:14]2[CH:15]=[CH:16][CH:17]=[CH:18][C:13]=2[CH2:12][CH2:11][C:10]2[CH:19]=[CH:20][CH:21]=[CH:22][C:9]1=2)=O)=[N+]=[N-].B.C1COCC1.Cl.[OH-].[Na+], predict the reaction product. The product is: [CH:18]1[C:13]2[CH2:12][CH2:11][C:10]3[CH:19]=[CH:20][CH:21]=[CH:22][C:9]=3[CH:8]([NH:7][CH2:5][CH2:4][NH2:1])[C:14]=2[CH:15]=[CH:16][CH:17]=1. (2) Given the reactants [Cl:1][C:2]1[C:7]([CH2:8]O)=[CH:6][CH:5]=[CH:4][N:3]=1.S(Cl)([Cl:12])=O, predict the reaction product. The product is: [Cl:1][C:2]1[C:7]([CH2:8][Cl:12])=[CH:6][CH:5]=[CH:4][N:3]=1. (3) Given the reactants [Br:1][CH2:2][CH2:3][CH2:4][O:5][CH2:6][O:7][CH3:8].[C:9]1([P:15]([C:22]2[CH:27]=[CH:26][CH:25]=[CH:24][CH:23]=2)[C:16]2[CH:21]=[CH:20][CH:19]=[CH:18][CH:17]=2)[CH:14]=[CH:13][CH:12]=[CH:11][CH:10]=1, predict the reaction product. The product is: [Br-:1].[CH3:8][O:7][CH2:6][O:5][CH2:4][CH2:3][CH2:2][P+:15]([C:16]1[CH:17]=[CH:18][CH:19]=[CH:20][CH:21]=1)([C:22]1[CH:27]=[CH:26][CH:25]=[CH:24][CH:23]=1)[C:9]1[CH:10]=[CH:11][CH:12]=[CH:13][CH:14]=1. (4) Given the reactants [CH2:1]([C:5]1[N:6]=[C:7]([CH3:42])[N:8]([C:36]2[CH:41]=[CH:40][CH:39]=[CH:38][N:37]=2)[C:9](=[O:35])[C:10]=1[CH2:11][C:12]1[CH:28]=[C:27]([CH2:29][CH2:30][CH3:31])[C:15]([O:16][CH:17]([C:21]2[CH:26]=[CH:25][CH:24]=[CH:23][CH:22]=2)[C:18](O)=[O:19])=[C:14]([CH2:32][CH2:33][CH3:34])[CH:13]=1)[CH2:2][CH2:3][CH3:4].[CH3:43][S:44]([NH2:47])(=[O:46])=[O:45].N12CCCN=C1CCCCC2.Cl, predict the reaction product. The product is: [CH2:1]([C:5]1[N:6]=[C:7]([CH3:42])[N:8]([C:36]2[CH:41]=[CH:40][CH:39]=[CH:38][N:37]=2)[C:9](=[O:35])[C:10]=1[CH2:11][C:12]1[CH:28]=[C:27]([CH2:29][CH2:30][CH3:31])[C:15]([O:16][CH:17]([C:21]2[CH:22]=[CH:23][CH:24]=[CH:25][CH:26]=2)[C:18]([NH:47][S:44]([CH3:43])(=[O:46])=[O:45])=[O:19])=[C:14]([CH2:32][CH2:33][CH3:34])[CH:13]=1)[CH2:2][CH2:3][CH3:4]. (5) Given the reactants [OH:1][CH2:2][CH2:3][NH:4][C:5](=[O:11])[O:6][C:7]([CH3:10])([CH3:9])[CH3:8].CCN(CC)CC.[C:19]1([CH3:29])[CH:24]=[CH:23][C:22]([S:25](Cl)(=[O:27])=[O:26])=[CH:21][CH:20]=1, predict the reaction product. The product is: [CH3:29][C:19]1[CH:24]=[CH:23][C:22]([S:25]([O:1][CH2:2][CH2:3][NH:4][C:5]([O:6][C:7]([CH3:8])([CH3:10])[CH3:9])=[O:11])(=[O:27])=[O:26])=[CH:21][CH:20]=1.